From a dataset of Catalyst prediction with 721,799 reactions and 888 catalyst types from USPTO. Predict which catalyst facilitates the given reaction. Reactant: C([O:8][C:9]1[C:18]2[O:17][CH2:16][C@H:15]([CH2:19][N:20]3[CH2:25][CH2:24][CH2:23][C@H:22]([C:26]4[CH:27]=[C:28]([OH:32])[CH:29]=[CH:30][CH:31]=4)[CH2:21]3)[O:14][C:13]=2[CH:12]=[CH:11][CH:10]=1)C1C=CC=CC=1. Product: [OH:32][C:28]1[CH:27]=[C:26]([C@H:22]2[CH2:23][CH2:24][CH2:25][N:20]([CH2:19][C@@H:15]3[O:14][C:13]4[CH:12]=[CH:11][CH:10]=[C:9]([OH:8])[C:18]=4[O:17][CH2:16]3)[CH2:21]2)[CH:31]=[CH:30][CH:29]=1. The catalyst class is: 78.